Dataset: Merck oncology drug combination screen with 23,052 pairs across 39 cell lines. Task: Regression. Given two drug SMILES strings and cell line genomic features, predict the synergy score measuring deviation from expected non-interaction effect. (1) Drug 1: CN1C(=O)C=CC2(C)C3CCC4(C)C(NC(=O)OCC(F)(F)F)CCC4C3CCC12. Drug 2: COc1cccc2c1C(=O)c1c(O)c3c(c(O)c1C2=O)CC(O)(C(=O)CO)CC3OC1CC(N)C(O)C(C)O1. Cell line: NCIH460. Synergy scores: synergy=11.5. (2) Drug 1: COC1=C2CC(C)CC(OC)C(O)C(C)C=C(C)C(OC(N)=O)C(OC)C=CC=C(C)C(=O)NC(=CC1=O)C2=O. Drug 2: CCC1(O)C(=O)OCc2c1cc1n(c2=O)Cc2cc3c(CN(C)C)c(O)ccc3nc2-1. Cell line: UWB1289BRCA1. Synergy scores: synergy=5.62. (3) Drug 1: Nc1ccn(C2OC(CO)C(O)C2(F)F)c(=O)n1. Drug 2: CNC(=O)c1cc(Oc2ccc(NC(=O)Nc3ccc(Cl)c(C(F)(F)F)c3)cc2)ccn1. Cell line: SW620. Synergy scores: synergy=-5.83. (4) Drug 1: CN1C(=O)C=CC2(C)C3CCC4(C)C(NC(=O)OCC(F)(F)F)CCC4C3CCC12. Drug 2: Cc1nc(Nc2ncc(C(=O)Nc3c(C)cccc3Cl)s2)cc(N2CCN(CCO)CC2)n1. Cell line: A427. Synergy scores: synergy=26.5. (5) Cell line: VCAP. Drug 2: COC1=C2CC(C)CC(OC)C(O)C(C)C=C(C)C(OC(N)=O)C(OC)C=CC=C(C)C(=O)NC(=CC1=O)C2=O. Synergy scores: synergy=-5.15. Drug 1: NC1(c2ccc(-c3nc4ccn5c(=O)[nH]nc5c4cc3-c3ccccc3)cc2)CCC1.